From a dataset of Catalyst prediction with 721,799 reactions and 888 catalyst types from USPTO. Predict which catalyst facilitates the given reaction. (1) Reactant: [O:1]1[CH2:6][CH2:5][N:4]([CH2:7][C:8]2[CH:29]=[CH:28][CH:27]=[CH:26][C:9]=2[O:10][CH2:11][CH2:12][N:13]2[C:21]3[C:16](=[CH:17][CH:18]=[C:19]([C:22](OC)=[O:23])[CH:20]=3)[CH:15]=[CH:14]2)[CH2:3][CH2:2]1.[OH-:30].[Na+].[NH2:32]O.O. Product: [O:1]1[CH2:2][CH2:3][N:4]([CH2:7][C:8]2[CH:29]=[CH:28][CH:27]=[CH:26][C:9]=2[O:10][CH2:11][CH2:12][N:13]2[C:21]3[C:16](=[CH:17][CH:18]=[C:19]([C:22]([NH:32][OH:30])=[O:23])[CH:20]=3)[CH:15]=[CH:14]2)[CH2:5][CH2:6]1. The catalyst class is: 5. (2) Reactant: [Cl:1][C:2]1[CH:7]=[CH:6][C:5]([S:8]([NH:11][C@@H:12]([C:20]([OH:22])=O)[CH2:13][C:14]2[CH:19]=[CH:18][CH:17]=[CH:16][CH:15]=2)(=[O:10])=[O:9])=[CH:4][CH:3]=1.[CH2:23]([NH:25][C:26]([NH:28][NH2:29])=[S:27])[CH3:24].C(N(CC)C(C)C)(C)C.F[P-](F)(F)(F)(F)F.N1(OC(N(C)C)=[N+](C)C)C2N=CC=CC=2N=N1. Product: [Cl:1][C:2]1[CH:3]=[CH:4][C:5]([S:8]([NH:11][C@H:12]([CH2:13][C:14]2[CH:15]=[CH:16][CH:17]=[CH:18][CH:19]=2)[C:20]([NH:29][NH:28][C:26](=[S:27])[NH:25][CH2:23][CH3:24])=[O:22])(=[O:9])=[O:10])=[CH:6][CH:7]=1. The catalyst class is: 3. (3) Reactant: CS(O)(=O)=O.O[C:7]1([C:13]2[CH:20]=[CH:19][C:16]([C:17]#[N:18])=[CH:15][CH:14]=2)[CH2:12][CH2:11][O:10][CH2:9][CH2:8]1.[BH4-].[Na+].[OH-].[Na+]. Product: [O:10]1[CH2:9][CH:8]=[C:7]([C:13]2[CH:20]=[CH:19][C:16]([C:17]#[N:18])=[CH:15][CH:14]=2)[CH2:12][CH2:11]1. The catalyst class is: 2. (4) Reactant: Cl[C:2]1[C:3]2[C:10]([C:11]3[CH:16]=[CH:15][CH:14]=[CH:13][CH:12]=3)=[C:9]([C:17]3[CH:22]=[CH:21][C:20]([O:23][CH2:24][CH2:25][N:26]4[CH2:30][CH2:29][CH2:28][CH2:27]4)=[CH:19][CH:18]=3)[O:8][C:4]=2[N:5]=[CH:6][N:7]=1.[CH2:31]([N:33]1[CH2:38][CH2:37][N:36]([CH2:39][CH2:40][NH2:41])[CH2:35][CH2:34]1)[CH3:32].CCN(C(C)C)C(C)C. Product: [CH2:31]([N:33]1[CH2:38][CH2:37][N:36]([CH2:39][CH2:40][NH:41][C:2]2[C:3]3[C:10]([C:11]4[CH:16]=[CH:15][CH:14]=[CH:13][CH:12]=4)=[C:9]([C:17]4[CH:22]=[CH:21][C:20]([O:23][CH2:24][CH2:25][N:26]5[CH2:30][CH2:29][CH2:28][CH2:27]5)=[CH:19][CH:18]=4)[O:8][C:4]=3[N:5]=[CH:6][N:7]=2)[CH2:35][CH2:34]1)[CH3:32]. The catalyst class is: 759. (5) Reactant: [CH3:1][C:2]1([CH3:23])[CH2:11][C:10]2[C:5](=[CH:6][CH:7]=[C:8]([C:12]([F:15])([F:14])[F:13])[CH:9]=2)[NH:4][CH:3]1[C:16]1[CH:17]=[C:18]([NH2:22])[CH:19]=[CH:20][CH:21]=1.[CH3:24][O:25][C:26](=[O:31])[C:27](Br)([CH3:29])[CH3:28].C(=O)([O-])[O-].[K+].[K+]. Product: [CH3:24][O:25][C:26](=[O:31])[C:27]([NH:22][C:18]1[CH:19]=[CH:20][CH:21]=[C:16]([CH:3]2[C:2]([CH3:23])([CH3:1])[CH2:11][C:10]3[C:5](=[CH:6][CH:7]=[C:8]([C:12]([F:15])([F:13])[F:14])[CH:9]=3)[NH:4]2)[CH:17]=1)([CH3:29])[CH3:28]. The catalyst class is: 9. (6) Reactant: [CH:1]1([C:6]2[CH:7]=[C:8]([CH2:13][CH2:14][C:15]([O:17][CH2:18][CH3:19])=[O:16])[CH:9]=[CH:10][C:11]=2[OH:12])[CH2:5][CH2:4][CH2:3][CH2:2]1.C(N(CC)CC)C.Cl[C:28]([O:30][CH3:31])=[O:29]. Product: [CH:1]1([C:6]2[CH:7]=[C:8]([CH2:13][CH2:14][C:15]([O:17][CH2:18][CH3:19])=[O:16])[CH:9]=[CH:10][C:11]=2[O:12][C:28]([O:30][CH3:31])=[O:29])[CH2:2][CH2:3][CH2:4][CH2:5]1. The catalyst class is: 4. (7) The catalyst class is: 14. Reactant: [Br:1][C:2]1[C:7]([C:8]2[CH:13]=[CH:12][CH:11]=[CH:10][CH:9]=2)=[C:6](Br)[N:5]=[CH:4][N:3]=1.O.[NH2:16][NH2:17]. Product: [Br:1][C:2]1[N:3]=[CH:4][N:5]=[C:6]([NH:16][NH2:17])[C:7]=1[C:8]1[CH:13]=[CH:12][CH:11]=[CH:10][CH:9]=1. (8) Reactant: [CH2:1]([Zn]CC)C.[Br:6][C:7]1[CH:12]=[C:11]([F:13])[CH:10]=[CH:9][C:8]=1[O:14][CH:15]=[CH2:16].ICI. Product: [Br:6][C:7]1[CH:12]=[C:11]([F:13])[CH:10]=[CH:9][C:8]=1[O:14][CH:15]1[CH2:1][CH2:16]1. The catalyst class is: 68. (9) Reactant: O=[C:2]([C:13]1[CH:18]=[CH:17][C:16]([C:19]([F:22])([F:21])[F:20])=[CH:15][N:14]=1)[CH2:3][N:4]1[CH:8]=[CH:7][CH:6]=[C:5]1[C:9]([O:11]C)=O.[CH2:23]([NH2:26])[CH2:24][NH2:25]. Product: [F:20][C:19]([F:22])([F:21])[C:16]1[CH:17]=[CH:18][C:13]([C:2]23[NH:26][CH2:23][CH2:24][N:25]2[C:9](=[O:11])[C:5]2[N:4]([CH:8]=[CH:7][CH:6]=2)[CH2:3]3)=[N:14][CH:15]=1. The catalyst class is: 12. (10) Reactant: Cl[C:2]1[CH:7]=[C:6]([Cl:8])[N:5]=[C:4]([CH2:9][O:10][CH3:11])[N:3]=1.[F:12][C:13]([F:27])([F:26])[C:14]1[C:15]([N:20]2[CH2:25][CH2:24][NH:23][CH2:22][CH2:21]2)=[N:16][CH:17]=[CH:18][CH:19]=1.C(=O)(O)[O-].[Na+]. Product: [Cl:8][C:6]1[CH:7]=[C:2]([N:23]2[CH2:24][CH2:25][N:20]([C:15]3[C:14]([C:13]([F:27])([F:12])[F:26])=[CH:19][CH:18]=[CH:17][N:16]=3)[CH2:21][CH2:22]2)[N:3]=[C:4]([CH2:9][O:10][CH3:11])[N:5]=1. The catalyst class is: 14.